Dataset: Catalyst prediction with 721,799 reactions and 888 catalyst types from USPTO. Task: Predict which catalyst facilitates the given reaction. (1) Reactant: [NH2:1][C:2]1[N:6]([CH2:7][C:8](OCC)=[O:9])[N:5]=[CH:4][C:3]=1[N+:13]([O-:15])=[O:14].[NH3:16]. Product: [NH2:1][C:2]1[N:6]([CH2:7][C:8]([NH2:16])=[O:9])[N:5]=[CH:4][C:3]=1[N+:13]([O-:15])=[O:14]. The catalyst class is: 5. (2) Reactant: [N:1]([O:3][CH3:4])=[O:2].[CH2:5](O)C.[CH2:8]([OH:11])[CH2:9][CH3:10].O=O. Product: [N:1]([O:3][CH2:4][CH3:5])=[O:2].[N:1]([O:11][CH2:8][CH2:9][CH3:10])=[O:2].[N:1]([O:3][CH2:4][CH2:8][CH2:9][CH3:10])=[O:2]. The catalyst class is: 51. (3) Reactant: [C:1]([N:4]1[CH2:9][CH2:8][N:7]([CH2:10][C:11]2[CH:16]=[C:15]([CH3:17])[N:14]=[C:13]([NH:18]C(=O)OC(C)(C)C)[CH:12]=2)[CH2:6][CH2:5]1)(=[O:3])[CH3:2].[ClH:26]. Product: [Cl-:26].[C:1]([N:4]1[CH2:5][CH2:6][NH+:7]([CH2:10][C:11]2[CH:16]=[C:15]([CH3:17])[N:14]=[C:13]([NH2:18])[CH:12]=2)[CH2:8][CH2:9]1)(=[O:3])[CH3:2]. The catalyst class is: 135. (4) Reactant: [NH2:1][C:2]1[CH:10]=[C:9]([C:11]([F:14])([F:13])[F:12])[CH:8]=[CH:7][C:3]=1[C:4]([OH:6])=[O:5].[N+](=[CH2:17])=[N-]. Product: [NH2:1][C:2]1[CH:10]=[C:9]([C:11]([F:12])([F:13])[F:14])[CH:8]=[CH:7][C:3]=1[C:4]([O:6][CH3:17])=[O:5]. The catalyst class is: 116. (5) Reactant: [Br:1][C:2]1[CH:11]=[C:10]2[C:5]([CH2:6][CH2:7][C:8](=[O:12])[NH:9]2)=[N:4][CH:3]=1.C(=O)([O-])[O-].[Cs+].[Cs+].[CH2:19](Br)[C:20]1[CH:25]=[CH:24][CH:23]=[CH:22][CH:21]=1. Product: [CH2:19]([N:9]1[C:10]2[C:5](=[N:4][CH:3]=[C:2]([Br:1])[CH:11]=2)[CH2:6][CH2:7][C:8]1=[O:12])[C:20]1[CH:25]=[CH:24][CH:23]=[CH:22][CH:21]=1. The catalyst class is: 42. (6) Reactant: [CH3:1][O:2][C:3]1[CH:4]=[C:5]([S:11]([N:14]2[CH2:18][C@@H:17]([O:19][C:20]3[CH:25]=[CH:24][CH:23]=[CH:22][CH:21]=3)[CH2:16][C@H:15]2[C:26]([OH:28])=O)(=[O:13])=[O:12])[CH:6]=[CH:7][C:8]=1[O:9][CH3:10].[C:29]1([CH:35]([C:42]2[CH:47]=[CH:46][CH:45]=[CH:44][CH:43]=2)[N:36]2[CH2:41][CH2:40][NH:39][CH2:38][CH2:37]2)[CH:34]=[CH:33][CH:32]=[CH:31][CH:30]=1.C([N:51](CC)C(C)C)(C)C.C1CN([P+](ON2N=NC3C=CC=CC2=3)(N2CCCC2)N2CCCC2)CC1.F[P-](F)(F)(F)(F)F. Product: [CH:35]([N:36]1[CH2:37][CH2:38][N:39]([NH:51][C:26]([C@@H:15]2[CH2:16][C@H:17]([O:19][C:20]3[CH:21]=[CH:22][CH:23]=[CH:24][CH:25]=3)[CH2:18][N:14]2[S:11]([C:5]2[CH:6]=[CH:7][C:8]([O:9][CH3:10])=[C:3]([O:2][CH3:1])[CH:4]=2)(=[O:13])=[O:12])=[O:28])[CH2:40][CH2:41]1)([C:29]1[CH:30]=[CH:31][CH:32]=[CH:33][CH:34]=1)[C:42]1[CH:47]=[CH:46][CH:45]=[CH:44][CH:43]=1. The catalyst class is: 2. (7) Reactant: [Cl:1][C:2]1[CH:3]=[C:4]([C@H:9]([NH:13]C(=O)OC(C)(C)C)[CH2:10][C:11]#[N:12])[CH:5]=[CH:6][C:7]=1[F:8].Cl. Product: [ClH:1].[NH2:13][C@@H:9]([C:4]1[CH:5]=[CH:6][C:7]([F:8])=[C:2]([Cl:1])[CH:3]=1)[CH2:10][C:11]#[N:12]. The catalyst class is: 12. (8) Reactant: [C:1]([N:9]([CH3:48])[C:10]1[CH:47]=[CH:46][C:13]2[N:14]([CH2:30][C@H:31]([O:38][Si](C(C)(C)C)(C)C)[C:32]3[CH:37]=[CH:36][CH:35]=[CH:34][CH:33]=3)[C:15]([NH:17][C:18]([C:20]3[S:21][C:22]([C:25]4[O:29][CH:28]=[N:27][CH:26]=4)=[CH:23][CH:24]=3)=[O:19])=[N:16][C:12]=2[CH:11]=1)(=[O:8])[C:2]1[CH:7]=[CH:6][CH:5]=[CH:4][CH:3]=1.CCCC[N+](CCCC)(CCCC)CCCC.[F-].[NH4+].[Cl-]. Product: [C:1]([N:9]([CH3:48])[C:10]1[CH:47]=[CH:46][C:13]2[N:14]([CH2:30][C@H:31]([OH:38])[C:32]3[CH:37]=[CH:36][CH:35]=[CH:34][CH:33]=3)[C:15]([NH:17][C:18]([C:20]3[S:21][C:22]([C:25]4[O:29][CH:28]=[N:27][CH:26]=4)=[CH:23][CH:24]=3)=[O:19])=[N:16][C:12]=2[CH:11]=1)(=[O:8])[C:2]1[CH:3]=[CH:4][CH:5]=[CH:6][CH:7]=1. The catalyst class is: 1. (9) Reactant: [F:1][C:2]1[CH:3]=[C:4]2[C:8](=[CH:9][C:10]=1[F:11])[NH:7][C:6](=[O:12])/[C:5]/2=[C:13]1\[CH:14]=[C:15]([C:20]2[CH:36]=[CH:35][C:23]([CH2:24][N:25]3[CH2:30][CH2:29][CH:28]([C:31]([O:33]C)=[O:32])[CH2:27][CH2:26]3)=[CH:22][CH:21]=2)[C:16]([CH3:19])([CH3:18])[O:17]\1.[OH-].[Na+].O.Cl. Product: [F:1][C:2]1[CH:3]=[C:4]2[C:8](=[CH:9][C:10]=1[F:11])[NH:7][C:6](=[O:12])/[C:5]/2=[C:13]1\[CH:14]=[C:15]([C:20]2[CH:21]=[CH:22][C:23]([CH2:24][N:25]3[CH2:30][CH2:29][CH:28]([C:31]([OH:33])=[O:32])[CH2:27][CH2:26]3)=[CH:35][CH:36]=2)[C:16]([CH3:19])([CH3:18])[O:17]\1. The catalyst class is: 5.